Dataset: Catalyst prediction with 721,799 reactions and 888 catalyst types from USPTO. Task: Predict which catalyst facilitates the given reaction. (1) Reactant: [OH-].[Na+].CO.[C:5]([NH:13][C:14]1[CH:23]=[C:22]([C:24]#[C:25][C:26]2[CH:31]=[CH:30][CH:29]=[CH:28][CH:27]=2)[CH:21]=[CH:20][C:15]=1[C:16]([O:18]C)=[O:17])(=[O:12])[C:6]1[CH:11]=[CH:10][CH:9]=[CH:8][CH:7]=1. Product: [C:5]([NH:13][C:14]1[CH:23]=[C:22]([C:24]#[C:25][C:26]2[CH:31]=[CH:30][CH:29]=[CH:28][CH:27]=2)[CH:21]=[CH:20][C:15]=1[C:16]([OH:18])=[O:17])(=[O:12])[C:6]1[CH:7]=[CH:8][CH:9]=[CH:10][CH:11]=1. The catalyst class is: 7. (2) Reactant: [H-].[Na+].[CH3:3][N:4]([CH2:12][C:13]1[CH:17]=[C:16]([NH:18][C:19]2[CH:24]=[CH:23][CH:22]=[CH:21][CH:20]=2)[N:15]([C:25]2[CH:30]=[CH:29][CH:28]=[CH:27][CH:26]=2)[N:14]=1)[C:5](=[O:11])[O:6][C:7]([CH3:10])([CH3:9])[CH3:8].[C:31](Cl)(=[O:33])[CH3:32].O. Product: [C:7]([O:6][C:5](=[O:11])[N:4]([CH2:12][C:13]1[CH:17]=[C:16]([N:18]([C:31](=[O:33])[CH3:32])[C:19]2[CH:20]=[CH:21][CH:22]=[CH:23][CH:24]=2)[N:15]([C:25]2[CH:30]=[CH:29][CH:28]=[CH:27][CH:26]=2)[N:14]=1)[CH3:3])([CH3:10])([CH3:8])[CH3:9]. The catalyst class is: 213. (3) Reactant: [C:1]([CH:3]=[C:4]1[CH2:9][CH2:8][N:7]([C:10]2[CH:15]=[CH:14][C:13]([N:16]3[CH2:20][C@@H:19]([CH2:21][N:22]4[CH:26]=[C:25]([C:27]([O:29][CH2:30][CH3:31])=[O:28])[N:24]=[N:23]4)[O:18][C:17]3=[O:32])=[CH:12][CH:11]=2)[CH2:6][CH2:5]1)#[N:2]. Product: [C:1]([CH2:3][CH:4]1[CH2:9][CH2:8][N:7]([C:10]2[CH:15]=[CH:14][C:13]([N:16]3[CH2:20][C@@H:19]([CH2:21][N:22]4[CH:26]=[C:25]([C:27]([O:29][CH2:30][CH3:31])=[O:28])[N:24]=[N:23]4)[O:18][C:17]3=[O:32])=[CH:12][CH:11]=2)[CH2:6][CH2:5]1)#[N:2]. The catalyst class is: 45. (4) Reactant: Cl[C:2]1[C:11]2[C:6](=[CH:7][CH:8]=[C:9]([I:12])[CH:10]=2)[N:5]=[CH:4][C:3]=1[C:13]#[N:14].CCN(C(C)C)C(C)C.[CH3:24][C:25]([SH:28])([CH3:27])[CH3:26]. Product: [C:25]([S:28][C:2]1[C:11]2[C:6](=[CH:7][CH:8]=[C:9]([I:12])[CH:10]=2)[N:5]=[CH:4][C:3]=1[C:13]#[N:14])([CH3:27])([CH3:26])[CH3:24]. The catalyst class is: 3. (5) Reactant: Cl.[NH:2]1[CH2:5][CH:4]([NH:6][C:7]2[C:12]([F:13])=[CH:11][N:10]=[C:9]([C:14]3[C:22]4[C:17](=[N:18][CH:19]=[C:20]([Cl:23])[CH:21]=4)[N:16]([S:24]([C:27]4[CH:33]=[CH:32][C:30]([CH3:31])=[CH:29][CH:28]=4)(=[O:26])=[O:25])[CH:15]=3)[N:8]=2)[CH2:3]1.CCN(C(C)C)C(C)C.[CH2:43]([S:46](Cl)(=[O:48])=[O:47])[CH2:44][CH3:45].N1CCOCC1. Product: [Cl:23][C:20]1[CH:21]=[C:22]2[C:14]([C:9]3[N:8]=[C:7]([NH:6][CH:4]4[CH2:3][N:2]([S:46]([CH2:43][CH2:44][CH3:45])(=[O:48])=[O:47])[CH2:5]4)[C:12]([F:13])=[CH:11][N:10]=3)=[CH:15][N:16]([S:24]([C:27]3[CH:33]=[CH:32][C:30]([CH3:31])=[CH:29][CH:28]=3)(=[O:26])=[O:25])[C:17]2=[N:18][CH:19]=1. The catalyst class is: 1.